This data is from Reaction yield outcomes from USPTO patents with 853,638 reactions. The task is: Predict the reaction yield, written as a fraction of the theoretical maximum amount of product (1.0 means a 100% yield; for example, 0.34 means a 34% yield). (1) The reactants are [C:1]([O:7][CH2:8][CH3:9])(=[O:6])[CH2:2][C:3]([CH3:5])=[O:4].CO[CH:12]([N:15]([CH3:17])[CH3:16])OC. No catalyst specified. The product is [CH2:8]([O:7][C:1](=[O:6])[C:2](=[CH:12][N:15]([CH3:17])[CH3:16])[C:3](=[O:4])[CH3:5])[CH3:9]. The yield is 0.990. (2) The reactants are [CH3:1][C:2]1[S:6][C:5]2[C:7]([C:11](O)=[O:12])=[CH:8][CH:9]=[CH:10][C:4]=2[CH:3]=1. The catalyst is O1CCCC1. The product is [CH3:1][C:2]1[S:6][C:5]2[C:7]([CH2:11][OH:12])=[CH:8][CH:9]=[CH:10][C:4]=2[CH:3]=1. The yield is 0.912. (3) The yield is 0.150. The product is [F:9][C:10]1[CH:11]=[C:12]([CH:27]=[C:28]([C:30]2[CH:31]=[CH:32][N:33]=[CH:34][CH:35]=2)[CH:29]=1)/[CH:13]=[CH:14]/[C:15]1[CH:20]=[CH:19][C:18]([N:21]2[CH2:22][CH2:23][N:24]([C:37]([NH:36][CH2:39][C:40]([O:42][CH2:43][CH3:44])=[O:41])=[O:38])[CH2:25][CH2:26]2)=[CH:17][CH:16]=1. The catalyst is ClCCl. The reactants are C(N(CC)CC)C.Cl.[F:9][C:10]1[CH:11]=[C:12]([CH:27]=[C:28]([C:30]2[CH:35]=[CH:34][N:33]=[CH:32][CH:31]=2)[CH:29]=1)/[CH:13]=[CH:14]/[C:15]1[CH:20]=[CH:19][C:18]([N:21]2[CH2:26][CH2:25][NH:24][CH2:23][CH2:22]2)=[CH:17][CH:16]=1.[N:36]([CH2:39][C:40]([O:42][CH2:43][CH3:44])=[O:41])=[C:37]=[O:38]. (4) The reactants are [NH2:1][C:2]1[C:3]([C:20]([NH:22][NH:23][C:24]([NH2:26])=S)=[O:21])=[N:4][C:5]([C:8]2[CH:13]=[CH:12][C:11]([S:14]([CH:17]([CH3:19])[CH3:18])(=[O:16])=[O:15])=[CH:10][CH:9]=2)=[CH:6][N:7]=1. The catalyst is ClCCCl. The product is [NH2:1][C:2]1[C:3]([C:20]2[O:21][C:24]([NH2:26])=[N:23][N:22]=2)=[N:4][C:5]([C:8]2[CH:13]=[CH:12][C:11]([S:14]([CH:17]([CH3:19])[CH3:18])(=[O:16])=[O:15])=[CH:10][CH:9]=2)=[CH:6][N:7]=1. The yield is 0.860. (5) The product is [F:33][C:10]1[CH:11]=[C:12]([CH:15]([OH:32])[CH2:16][N:17]2[CH2:18][CH2:19][C:20]([C:24]3[CH:25]=[N:26][C:27]([O:30][CH3:31])=[CH:28][CH:29]=3)([OH:23])[CH2:21][CH2:22]2)[CH:13]=[CH:14][C:9]=1[OH:8]. The reactants are C([O:8][C:9]1[CH:14]=[CH:13][C:12]([CH:15]([OH:32])[CH2:16][N:17]2[CH2:22][CH2:21][C:20]([C:24]3[CH:25]=[N:26][C:27]([O:30][CH3:31])=[CH:28][CH:29]=3)([OH:23])[CH2:19][CH2:18]2)=[CH:11][C:10]=1[F:33])C1C=CC=CC=1. The catalyst is CO.C(O)(=O)C.[Pd]. The yield is 0.680. (6) The reactants are [C:1]([NH:9][C:10]1[CH:15]=[CH:14][C:13]([C:16]2[CH:24]=[C:23]3[C:19]([CH2:20][N:21]([C@@H:26]([CH:31]([CH3:33])C)[C:27]([O:29][CH3:30])=[O:28])[C:22]3=[O:25])=[CH:18][CH:17]=2)=[CH:12][CH:11]=1)(=[O:8])[C:2]1[CH:7]=[CH:6][CH:5]=[CH:4][CH:3]=1.NC1C=CC(C2C=C3C(CN(C4(C(OC)=O)CC4)C3=O)=CC=2)=CC=1.[Cl:58]C1C=CC(C(Cl)=O)=CC=1. No catalyst specified. The product is [Cl:58][C:5]1[CH:4]=[CH:3][C:2]([C:1]([NH:9][C:10]2[CH:11]=[CH:12][C:13]([C:16]3[CH:24]=[C:23]4[C:19]([CH2:20][N:21]([C:26]5([C:27]([O:29][CH3:30])=[O:28])[CH2:33][CH2:31]5)[C:22]4=[O:25])=[CH:18][CH:17]=3)=[CH:14][CH:15]=2)=[O:8])=[CH:7][CH:6]=1. The yield is 0.950. (7) The reactants are [F:1][C:2]1[CH:19]=[C:18]([F:20])[CH:17]=[CH:16][C:3]=1[O:4][CH:5]([C:7]1[CH:15]=[CH:14][C:10]([C:11]([OH:13])=O)=[CH:9][CH:8]=1)[CH3:6].ON1C2C=CC=CC=2N=N1.Cl.C(N=C=NCCCN(C)C)C.[NH2:43][CH2:44][C:45]1[C:46]([OH:53])=[N:47][C:48]([CH3:52])=[CH:49][C:50]=1[CH3:51]. The catalyst is ClCCl.O.C(N(CC)CC)C. The product is [F:1][C:2]1[CH:19]=[C:18]([F:20])[CH:17]=[CH:16][C:3]=1[O:4][CH:5]([C:7]1[CH:8]=[CH:9][C:10]([C:11]([NH:43][CH2:44][C:45]2[C:46]([OH:53])=[N:47][C:48]([CH3:52])=[CH:49][C:50]=2[CH3:51])=[O:13])=[CH:14][CH:15]=1)[CH3:6]. The yield is 0.380.